From a dataset of Catalyst prediction with 721,799 reactions and 888 catalyst types from USPTO. Predict which catalyst facilitates the given reaction. (1) Reactant: [NH:1]1[CH:5]=[CH:4][N:3]=[N:2]1.[CH3:6][Si:7](Cl)([CH3:9])[CH3:8]. Product: [Si:7]([C:5]1[N:1]=[N:2][NH:3][CH:4]=1)([CH3:9])([CH3:8])[CH3:6]. The catalyst class is: 48. (2) Reactant: [Cl:1][C:2]1[C:3]([CH3:26])=[N:4][O:5][C:6]=1[N:7]([CH2:20][O:21][CH2:22][CH2:23][O:24][CH3:25])[S:8]([C:11]1[C:19]2[C:14](=[N:15][CH:16]=[CH:17][CH:18]=2)[S:13][CH:12]=1)(=[O:10])=[O:9].[Li]C(C)(C)C.[CH3:32][C:33]1[CH:40]=[C:39]2[O:41][CH2:42][O:43][C:38]2=[CH:37][C:34]=1[CH:35]=[O:36]. Product: [Cl:1][C:2]1[C:3]([CH3:26])=[N:4][O:5][C:6]=1[N:7]([CH2:20][O:21][CH2:22][CH2:23][O:24][CH3:25])[S:8]([C:11]1[C:19]2[C:14](=[N:15][CH:16]=[CH:17][CH:18]=2)[S:13][C:12]=1[CH:35]([OH:36])[C:34]1[CH:37]=[C:38]2[O:43][CH2:42][O:41][C:39]2=[CH:40][C:33]=1[CH3:32])(=[O:9])=[O:10]. The catalyst class is: 1. (3) Reactant: [CH3:1][O:2][C:3]([NH:5][C@H:6]([C@@H:11]([CH3:14])[CH2:12][CH3:13])[CH2:7]C(O)=O)=[O:4].Cl.Cl.[CH2:17]([NH:24][NH2:25])[C:18]1[CH:23]=[CH:22][CH:21]=[CH:20][CH:19]=1.C(N(C(C)C)CC)(C)C.CCN=C=NCCCN(C)C.C1C=CC2N([OH:55])N=NC=2C=1. Product: [CH2:17]([NH:24][NH:25][C:7]([C@@H:6]([NH:5][C:3](=[O:4])[O:2][CH3:1])[C@@H:11]([CH3:14])[CH2:12][CH3:13])=[O:55])[C:18]1[CH:23]=[CH:22][CH:21]=[CH:20][CH:19]=1. The catalyst class is: 1. (4) Reactant: [S:1]1[CH:5]=[CH:4][N:3]=[C:2]1[C:6]1[CH:23]=[CH:22][C:9]2[CH2:10][CH2:11][N:12]([C:15]([O:17][C:18]([CH3:21])([CH3:20])[CH3:19])=[O:16])[CH2:13][CH2:14][C:8]=2[CH:7]=1.C1C(=O)N([Br:31])C(=O)C1. Product: [Br:31][C:5]1[S:1][C:2]([C:6]2[CH:23]=[CH:22][C:9]3[CH2:10][CH2:11][N:12]([C:15]([O:17][C:18]([CH3:20])([CH3:19])[CH3:21])=[O:16])[CH2:13][CH2:14][C:8]=3[CH:7]=2)=[N:3][CH:4]=1. The catalyst class is: 23. (5) Reactant: [F:1][C:2]1[CH:7]=[CH:6][C:5]([C:8]2[N:9]=[N:10][N:11]([CH3:18])[C:12]=2[C:13]2[N:14]=[CH:15][NH:16][CH:17]=2)=[CH:4][CH:3]=1.[CH3:19][C:20]([C:22]1[CH:27]=[CH:26][C:25](F)=[CH:24][CH:23]=1)=[O:21].C(=O)([O-])[O-].[K+].[K+].O. The catalyst class is: 3. Product: [F:1][C:2]1[CH:7]=[CH:6][C:5]([C:8]2[N:9]=[N:10][N:11]([CH3:18])[C:12]=2[C:13]2[N:14]=[CH:15][N:16]([C:25]3[CH:26]=[CH:27][C:22]([C:20](=[O:21])[CH3:19])=[CH:23][CH:24]=3)[CH:17]=2)=[CH:4][CH:3]=1. (6) Reactant: Cl[C:2]1[C:11]2[C:6](=[CH:7][C:8]([Cl:12])=[CH:9][CH:10]=2)[N:5]=[CH:4][CH:3]=1.[CH:13]1([NH2:20])[CH2:18][CH2:17][CH:16]([NH2:19])[CH2:15][CH2:14]1. Product: [Cl:12][C:8]1[CH:7]=[C:6]2[C:11]([C:2]([NH:19][C@H:16]3[CH2:17][CH2:18][C@@H:13]([NH2:20])[CH2:14][CH2:15]3)=[CH:3][CH:4]=[N:5]2)=[CH:10][CH:9]=1. The catalyst class is: 8. (7) The catalyst class is: 5. Reactant: C([O:4][CH2:5][C@@H:6]1[C@@H:11]([O:12]C(=O)C)[C@H:10]([OH:16])[C@H:9]([OH:17])[C@@H:8]([C:18]2[CH:23]=[CH:22][C:21]([Cl:24])=[C:20]([OH:25])[CH:19]=2)[O:7]1)(=O)C.CO[Na]. Product: [Cl:24][C:21]1[CH:22]=[CH:23][C:18]([C@@H:8]2[C@@H:9]([OH:17])[C@@H:10]([OH:16])[C@H:11]([OH:12])[C@@H:6]([CH2:5][OH:4])[O:7]2)=[CH:19][C:20]=1[OH:25]. (8) Reactant: [C:1]([O:5][C:6](=[O:24])[CH2:7][CH2:8][C:9]1[CH:14]=[C:13]([OH:15])[CH:12]=[CH:11][C:10]=1[CH2:16][NH:17][C:18]([O:20][CH:21]([CH3:23])[CH3:22])=[O:19])([CH3:4])([CH3:3])[CH3:2].C([O-])([O-])=O.[Cs+].[Cs+].[CH2:31](Br)[C:32]1[CH:37]=[CH:36][CH:35]=[CH:34][CH:33]=1. Product: [C:1]([O:5][C:6](=[O:24])[CH2:7][CH2:8][C:9]1[CH:14]=[C:13]([O:15][CH2:31][C:32]2[CH:37]=[CH:36][CH:35]=[CH:34][CH:33]=2)[CH:12]=[CH:11][C:10]=1[CH2:16][NH:17][C:18]([O:20][CH:21]([CH3:22])[CH3:23])=[O:19])([CH3:4])([CH3:3])[CH3:2]. The catalyst class is: 31. (9) Reactant: [NH2:1][C:2]1[N:7]=[CH:6][N:5]=[C:4]2[N:8]([CH:32]3[CH2:36][CH2:35][NH:34][CH2:33]3)[N:9]=[C:10]([C:11]3[CH:16]=[CH:15][C:14]([NH:17][C:18]([C:20]4[N:21]([CH3:29])[C:22]5[C:27]([CH:28]=4)=[CH:26][CH:25]=[CH:24][CH:23]=5)=[O:19])=[C:13]([O:30][CH3:31])[CH:12]=3)[C:3]=12.[CH:37]([C:39]1[N:40]=[CH:41][NH:42][CH:43]=1)=O.C(O[BH-](OC(=O)C)OC(=O)C)(=O)C.[Na+].[OH-].[Na+]. Product: [NH2:1][C:2]1[N:7]=[CH:6][N:5]=[C:4]2[N:8]([CH:32]3[CH2:36][CH2:35][N:34]([CH2:37][C:39]4[N:40]=[CH:41][NH:42][CH:43]=4)[CH2:33]3)[N:9]=[C:10]([C:11]3[CH:16]=[CH:15][C:14]([NH:17][C:18]([C:20]4[N:21]([CH3:29])[C:22]5[C:27]([CH:28]=4)=[CH:26][CH:25]=[CH:24][CH:23]=5)=[O:19])=[C:13]([O:30][CH3:31])[CH:12]=3)[C:3]=12. The catalyst class is: 68. (10) Reactant: [F:1][C:2]1[CH:3]=[CH:4][C:5]2[N:9]=[C:8]([CH3:10])[N:7]([C:11]3[C:19]4[O:18][CH2:17][C@@H:16]([N:20](C(=O)C(F)(F)F)[C:21]5[CH:34]=[CH:33][C:24]6[C@H:25]([CH2:28][C:29]([O:31]C)=[O:30])[CH2:26][O:27][C:23]=6[CH:22]=5)[C:15]=4[CH:14]=[CH:13][CH:12]=3)[C:6]=2[CH:41]=1.[OH-].[Na+].Cl. Product: [F:1][C:2]1[CH:3]=[CH:4][C:5]2[N:9]=[C:8]([CH3:10])[N:7]([C:11]3[C:19]4[O:18][CH2:17][C@@H:16]([NH:20][C:21]5[CH:34]=[CH:33][C:24]6[C@H:25]([CH2:28][C:29]([OH:31])=[O:30])[CH2:26][O:27][C:23]=6[CH:22]=5)[C:15]=4[CH:14]=[CH:13][CH:12]=3)[C:6]=2[CH:41]=1. The catalyst class is: 364.